From a dataset of Aqueous solubility values for 9,982 compounds from the AqSolDB database. Regression/Classification. Given a drug SMILES string, predict its absorption, distribution, metabolism, or excretion properties. Task type varies by dataset: regression for continuous measurements (e.g., permeability, clearance, half-life) or binary classification for categorical outcomes (e.g., BBB penetration, CYP inhibition). For this dataset (solubility_aqsoldb), we predict Y. (1) The molecule is Clc1cc(-c2c(Cl)cc(Cl)c(Cl)c2Cl)cc(Cl)c1Cl. The Y is -9.10 log mol/L. (2) The drug is C=CC=C(C)C=CC=CC. The Y is -2.09 log mol/L. (3) The molecule is Nc1ccc(S(=O)(=O)c2cnc(N)s2)cc1. The Y is -2.81 log mol/L. (4) The drug is O=S(=O)(CCCl)CCOCCS(=O)(=O)CCCl. The Y is -1.94 log mol/L. (5) The compound is C#CCCCCCCC. The Y is -4.09 log mol/L. (6) The molecule is O=C(O)c1cccc([N+](=O)[O-])c1. The Y is -1.75 log mol/L. (7) The compound is CN(C)CC(=O)[O-].[K+]. The Y is 0.809 log mol/L.